This data is from Peptide-MHC class I binding affinity with 185,985 pairs from IEDB/IMGT. The task is: Regression. Given a peptide amino acid sequence and an MHC pseudo amino acid sequence, predict their binding affinity value. This is MHC class I binding data. (1) The MHC is HLA-A68:01 with pseudo-sequence HLA-A68:01. The binding affinity (normalized) is 0. The peptide sequence is YVDRFYKTL. (2) The peptide sequence is KSWLVHWSL. The MHC is HLA-B46:01 with pseudo-sequence HLA-B46:01. The binding affinity (normalized) is 0.0847. (3) The peptide sequence is KLMDVVYSI. The MHC is HLA-C04:01 with pseudo-sequence HLA-C04:01. The binding affinity (normalized) is 0.213.